From a dataset of Full USPTO retrosynthesis dataset with 1.9M reactions from patents (1976-2016). Predict the reactants needed to synthesize the given product. (1) Given the product [CH:3]([C:12]1[NH:11][C:19]2[CH2:18][CH2:17][CH2:16][CH2:15][C:14]=2[C:13]=1[CH2:20][CH2:21][C:22]([OH:24])=[O:23])=[O:4], predict the reactants needed to synthesize it. The reactants are: CN(C)[CH:3]=[O:4].P(Cl)(Cl)(Cl)=O.[NH:11]1[C:19]2[CH2:18][CH2:17][CH2:16][CH2:15][C:14]=2[C:13]([CH2:20][CH2:21][C:22]([OH:24])=[O:23])=[CH:12]1.[OH-].[Na+]. (2) Given the product [Cl:11][C:4]1[CH:3]=[C:2]([C:14]2[N:13]([CH3:12])[C:17]([C:18]#[N:19])=[CH:16][CH:15]=2)[CH:7]=[CH:6][C:5]=1[NH:8][C:9]#[N:10], predict the reactants needed to synthesize it. The reactants are: Br[C:2]1[CH:7]=[CH:6][C:5]([NH:8][C:9]#[N:10])=[C:4]([Cl:11])[CH:3]=1.[CH3:12][N:13]1[C:17]([C:18]#[N:19])=[CH:16][CH:15]=[C:14]1B(O)O.C(=O)([O-])[O-].[K+].[K+].C(P(C(C)(C)C)C(C)(C)C)(C)(C)C.[Br-]. (3) Given the product [CH3:9][N:8]([CH3:10])[CH2:7][CH2:6][O:5][C:4]1[CH:3]=[C:2]([C:15]([F:22])([F:21])[C:16]([O:18][CH2:19][CH3:20])=[O:17])[CH:13]=[CH:12][CH:11]=1, predict the reactants needed to synthesize it. The reactants are: I[C:2]1[CH:3]=[C:4]([CH:11]=[CH:12][CH:13]=1)[O:5][CH2:6][CH2:7][N:8]([CH3:10])[CH3:9].Br[C:15]([F:22])([F:21])[C:16]([O:18][CH2:19][CH3:20])=[O:17].[Cl-].[NH4+]. (4) Given the product [Cl:12][C:13]1[S:17][C:16]([NH:18][C:26]([N:33]2[CH2:38][CH2:37][NH:36][CH2:35][CH2:34]2)=[O:27])=[N:15][CH:14]=1, predict the reactants needed to synthesize it. The reactants are: ClC(OC1C=CC=CC=1)=O.Cl.[Cl:12][C:13]1[S:17][C:16]([NH2:18])=[N:15][CH:14]=1.C(N(CC)CC)C.[C:26]([N:33]1[CH2:38][CH2:37][NH:36][CH2:35][CH2:34]1)(OC(C)(C)C)=[O:27]. (5) Given the product [CH3:8][C:6]1[C:5]([N+:9]([O-:11])=[O:10])=[CH:4][CH:3]=[C:2]([N:12]2[CH2:16][CH2:15][CH2:14][CH2:13]2)[N:7]=1, predict the reactants needed to synthesize it. The reactants are: Cl[C:2]1[N:7]=[C:6]([CH3:8])[C:5]([N+:9]([O-:11])=[O:10])=[CH:4][CH:3]=1.[NH:12]1[CH2:16][CH2:15][CH2:14][CH2:13]1.C(=O)([O-])[O-].[K+].[K+]. (6) Given the product [ClH:13].[NH2:14][CH2:15][C:16](=[O:22])[CH2:17][CH2:18][C:19]([O:8][CH2:7][C:6]1[CH:9]=[CH:10][C:3]([C:2]([F:11])([F:12])[F:1])=[CH:4][CH:5]=1)=[O:20], predict the reactants needed to synthesize it. The reactants are: [F:1][C:2]([F:12])([F:11])[C:3]1[CH:10]=[CH:9][C:6]([CH2:7][OH:8])=[CH:5][CH:4]=1.[ClH:13].[NH2:14][CH2:15][C:16](=[O:22])[CH2:17][CH2:18][C:19](O)=[O:20]. (7) The reactants are: Cl[C:2]1[N:7]=[CH:6][N:5]=[C:4]([NH:8][C:9]2[CH:14]=[CH:13][C:12]([P:15]([CH3:18])([CH3:17])=[O:16])=[CH:11][CH:10]=2)[N:3]=1.C(N(CC)CC)C.[NH2:26][CH2:27][CH2:28][C:29]1[CH:34]=[CH:33][C:32]([S:35]([NH2:38])(=[O:37])=[O:36])=[CH:31][CH:30]=1. Given the product [CH3:17][P:15]([C:12]1[CH:13]=[CH:14][C:9]([NH:8][C:4]2[N:5]=[CH:6][N:7]=[C:2]([NH:26][CH2:27][CH2:28][C:29]3[CH:30]=[CH:31][C:32]([S:35]([NH2:38])(=[O:36])=[O:37])=[CH:33][CH:34]=3)[N:3]=2)=[CH:10][CH:11]=1)([CH3:18])=[O:16], predict the reactants needed to synthesize it. (8) Given the product [CH:21]1([CH2:24][O:25][C:26]2[C:27]([C:6]3[C:5]4[CH:17]=[CH:18][O:19][C:4]=4[C:3](=[O:20])[N:2]([CH3:1])[CH:7]=3)=[N:28][C:29]([S:32]([CH3:35])(=[O:34])=[O:33])=[CH:30][CH:31]=2)[CH2:22][CH2:23]1, predict the reactants needed to synthesize it. The reactants are: [CH3:1][N:2]1[CH:7]=[C:6](B2OC(C)(C)C(C)(C)O2)[C:5]2[CH:17]=[CH:18][O:19][C:4]=2[C:3]1=[O:20].[CH:21]1([CH2:24][O:25][C:26]2[C:27](I)=[N:28][C:29]([S:32]([CH3:35])(=[O:34])=[O:33])=[CH:30][CH:31]=2)[CH2:23][CH2:22]1.[O-]P([O-])([O-])=O.[K+].[K+].[K+]. (9) The reactants are: [O:1]1[CH:5]=[CH:4][C:3]([NH:6][CH2:7][CH2:8][O:9][C:10]2[C:17]([CH3:18])=[CH:16][C:13]([CH:14]=O)=[CH:12][C:11]=2[CH3:19])=[N:2]1.[NH2:20][C:21]1[CH:29]=[C:28]([O:30][CH3:31])[CH:27]=[C:26]([O:32][CH3:33])[C:22]=1[C:23]([NH2:25])=[O:24].OS([O-])=O.[Na+].CC1C=CC(S(O)(=O)=O)=CC=1. Given the product [O:1]1[CH:5]=[CH:4][C:3]([NH:6][CH2:7][CH2:8][O:9][C:10]2[C:17]([CH3:18])=[CH:16][C:13]([C:14]3[NH:25][C:23](=[O:24])[C:22]4[C:21](=[CH:29][C:28]([O:30][CH3:31])=[CH:27][C:26]=4[O:32][CH3:33])[N:20]=3)=[CH:12][C:11]=2[CH3:19])=[N:2]1, predict the reactants needed to synthesize it. (10) Given the product [C:26]([CH2:28][C:29]([NH2:31])=[O:30])#[N:27].[Br:3][C:4]1[CH:10]=[CH:9][C:7]([NH:8]/[N:14]=[C:28](\[C:26]#[N:27])/[C:29]([NH2:31])=[O:30])=[CH:6][C:5]=1[O:11][CH2:12][CH3:13], predict the reactants needed to synthesize it. The reactants are: Cl.Cl.[Br:3][C:4]1[CH:10]=[CH:9][C:7]([NH2:8])=[CH:6][C:5]=1[O:11][CH2:12][CH3:13].[N:14]([O-])=O.[Na+].O.O.O.C([O-])(=O)C.[Na+].[C:26]([CH2:28][C:29]([NH2:31])=[O:30])#[N:27].